From a dataset of Catalyst prediction with 721,799 reactions and 888 catalyst types from USPTO. Predict which catalyst facilitates the given reaction. (1) Reactant: Cl[C:2]1[CH:7]=[N:6][CH:5]=[C:4]([C:8]2[CH:13]=[CH:12][C:11]([CH3:14])=[CH:10][CH:9]=2)[N:3]=1.CC(C)([O-])C.[Na+].C1(P(C2CCCCC2)C2C=CC=CC=2C2C=CC=CC=2)CCCCC1.[NH:46]1[CH2:51][CH2:50][O:49][CH2:48][CH2:47]1. Product: [O:49]1[CH2:50][CH2:51][N:46]([C:2]2[CH:7]=[N:6][CH:5]=[C:4]([C:8]3[CH:13]=[CH:12][C:11]([CH3:14])=[CH:10][CH:9]=3)[N:3]=2)[CH2:47][CH2:48]1. The catalyst class is: 718. (2) Reactant: [C:1]([OH:4])(=O)[CH3:2].C(N1C=CN=C1)(N1C=CN=C1)=O.[Cl:17][C:18]1[CH:23]=[CH:22][C:21]([S:24]([N:27]([CH2:36][C:37]2[CH:46]=[CH:45][C:40]([C:41]([NH:43]O)=[NH:42])=[CH:39][CH:38]=2)[CH:28]2[CH2:34][CH2:33][CH2:32][CH2:31][NH:30][C:29]2=[O:35])(=[O:26])=[O:25])=[CH:20][CH:19]=1.O. Product: [Cl:17][C:18]1[CH:23]=[CH:22][C:21]([S:24]([N:27]([CH2:36][C:37]2[CH:38]=[CH:39][C:40]([C:41]3[N:42]=[C:1]([CH3:2])[O:4][N:43]=3)=[CH:45][CH:46]=2)[CH:28]2[CH2:34][CH2:33][CH2:32][CH2:31][NH:30][C:29]2=[O:35])(=[O:25])=[O:26])=[CH:20][CH:19]=1. The catalyst class is: 9. (3) Reactant: [NH2:1][C:2]1[C:7]([NH:8][C:9]2[CH:10]=[N:11][C:12]3[CH2:13][CH:14]([NH:19][C:20](=[O:26])[O:21][C:22]([CH3:25])([CH3:24])[CH3:23])[CH2:15][CH2:16][C:17]=3[CH:18]=2)=[CH:6][C:5]([O:27][CH3:28])=[CH:4][N:3]=1.O=[CH:30][C:31]([O:33][CH2:34][CH3:35])=[O:32].[BH4-].[Na+]. Product: [CH3:25][C:22]([O:21][C:20]([NH:19][CH:14]1[CH2:13][C:12]2[N:11]=[CH:10][C:9]([NH:8][C:7]3[C:2]([NH:1][CH2:30][C:31]([O:33][CH2:34][CH3:35])=[O:32])=[N:3][CH:4]=[C:5]([O:27][CH3:28])[CH:6]=3)=[CH:18][C:17]=2[CH2:16][CH2:15]1)=[O:26])([CH3:23])[CH3:24]. The catalyst class is: 11.